Dataset: Forward reaction prediction with 1.9M reactions from USPTO patents (1976-2016). Task: Predict the product of the given reaction. (1) Given the reactants [CH2:1]([NH2:8])[C:2]1[CH:7]=[CH:6][CH:5]=[CH:4][CH:3]=1.C(N(C(C)C)CC)(C)C.[C:18](Cl)(=[O:25])[C:19]1[CH:24]=[CH:23][CH:22]=[CH:21][CH:20]=1, predict the reaction product. The product is: [CH2:1]([NH:8][C:18](=[O:25])[C:19]1[CH:24]=[CH:23][CH:22]=[CH:21][CH:20]=1)[C:2]1[CH:7]=[CH:6][CH:5]=[CH:4][CH:3]=1. (2) Given the reactants [CH:1]1([N:6]2[CH2:12][C:11]3([CH2:14][CH2:13]3)[C:10](=[O:15])[N:9]([CH3:16])[C:8]3[CH:17]=[N:18][C:19]([NH:21][C:22]4[CH:30]=[CH:29][C:25]([C:26](O)=[O:27])=[CH:24][C:23]=4[F:31])=[N:20][C:7]2=3)[CH2:5][CH2:4][CH2:3][CH2:2]1.CCN(C(C)C)C(C)C.CN(C(ON1N=NC2C=CC=CC1=2)=[N+](C)C)C.[B-](F)(F)(F)F.[NH2:63][N:64]1[CH2:69][CH2:68][N:67]([CH3:70])[CH2:66][CH2:65]1, predict the reaction product. The product is: [CH:1]1([N:6]2[CH2:12][C:11]3([CH2:14][CH2:13]3)[C:10](=[O:15])[N:9]([CH3:16])[C:8]3[CH:17]=[N:18][C:19]([NH:21][C:22]4[CH:30]=[CH:29][C:25]([C:26]([NH:63][N:64]5[CH2:69][CH2:68][N:67]([CH3:70])[CH2:66][CH2:65]5)=[O:27])=[CH:24][C:23]=4[F:31])=[N:20][C:7]2=3)[CH2:5][CH2:4][CH2:3][CH2:2]1. (3) Given the reactants Cl.[NH2:2][CH:3]([CH2:7][C:8]([CH3:13])([CH3:12])[CH:9]([CH3:11])[CH3:10])[C:4]([OH:6])=[O:5].[CH3:14][C:15]([O:18][C:19](O[C:19]([O:18][C:15]([CH3:17])([CH3:16])[CH3:14])=[O:20])=[O:20])([CH3:17])[CH3:16], predict the reaction product. The product is: [C:15]([O:18][C:19]([NH:2][CH:3]([CH2:7][C:8]([CH3:12])([CH3:13])[CH:9]([CH3:10])[CH3:11])[C:4]([OH:6])=[O:5])=[O:20])([CH3:17])([CH3:16])[CH3:14]. (4) Given the reactants [C:1]([CH2:3][CH:4]([C:12]1[CH:13]=[C:14]([CH:19]=[CH:20][CH:21]=1)[C:15]([NH:17][CH3:18])=[O:16])[C:5]1[CH:10]=[CH:9][C:8]([F:11])=[CH:7][CH:6]=1)#[N:2].[H-].[H-].[H-].[H-].[Li+].[Al+3], predict the reaction product. The product is: [NH2:2][CH2:1][CH2:3][CH:4]([C:12]1[CH:13]=[C:14]([CH:19]=[CH:20][CH:21]=1)[C:15]([NH:17][CH3:18])=[O:16])[C:5]1[CH:6]=[CH:7][C:8]([F:11])=[CH:9][CH:10]=1. (5) Given the reactants [N+:1]([C:4]1[CH:12]=[C:11]2[C:7]([CH:8]=[N:9][NH:10]2)=[CH:6][CH:5]=1)([O-:3])=[O:2].[I:13]I.[OH-].[K+].OS([O-])=O.[Na+], predict the reaction product. The product is: [I:13][C:8]1[C:7]2[C:11](=[CH:12][C:4]([N+:1]([O-:3])=[O:2])=[CH:5][CH:6]=2)[NH:10][N:9]=1. (6) Given the reactants [C:1]1([CH:8]=[CH:7][C:5]([OH:6])=[CH:4][CH:3]=1)[OH:2].[OH-].[K+].Br[CH2:12][CH2:13][CH2:14][CH2:15][CH2:16][CH2:17][CH2:18][CH3:19].C(Cl)(Cl)Cl, predict the reaction product. The product is: [CH2:12]([O:2][C:1]1[CH:8]=[CH:7][C:5]([O:6][CH2:12][CH2:13][CH2:14][CH2:15][CH2:16][CH2:17][CH2:18][CH3:19])=[CH:4][CH:3]=1)[CH2:13][CH2:14][CH2:15][CH2:16][CH2:17][CH2:18][CH3:19]. (7) The product is: [NH:30]1[C:31]2[C:36](=[CH:35][CH:34]=[CH:33][CH:32]=2)[CH:37]=[CH:29]1.[NH:2]1[CH2:7][CH2:6][CH2:5][CH2:4][CH2:3]1.[CH3:37][CH2:38][O:40][CH2:41][CH3:42]. Given the reactants C[N:2]1[CH2:7][CH2:6][CH2:5][CH2:4][CH:3]1CO.C1(C)C=CC(S(Cl)(=O)=O)=CC=1.C(N(CC)CC)C.C[C:29]1[NH:30][C:31]2[C:36]([C:37]=1[C:38]([O:40][CH2:41][C:42]1C=CC=CC=1)=O)=[CH:35][C:34](O)=[CH:33][CH:32]=2.C([O-])([O-])=O.[Cs+].[Cs+], predict the reaction product.